This data is from Reaction yield outcomes from USPTO patents with 853,638 reactions. The task is: Predict the reaction yield, written as a fraction of the theoretical maximum amount of product (1.0 means a 100% yield; for example, 0.34 means a 34% yield). (1) The reactants are C([O:3][CH:4](OCC)[C:5]1[CH:10]=[CH:9][C:8]([CH2:11][N:12]([CH3:14])[CH3:13])=[CH:7][CH:6]=1)C.Cl.CO. The catalyst is CO. The product is [CH3:14][N:12]([CH2:11][C:8]1[CH:7]=[CH:6][C:5]([CH:4]=[O:3])=[CH:10][CH:9]=1)[CH3:13]. The yield is 0.990. (2) The reactants are [C:1]([C:4]1[CH:11]=[CH:10][C:7]([CH:8]=O)=[CH:6][CH:5]=1)([OH:3])=[O:2].[NH2:12][C:13]1[S:14][C:15]([S:18]([C:21]2[CH:26]=[CH:25][C:24]([N+:27]([O-:29])=[O:28])=[CH:23][CH:22]=2)(=[O:20])=[O:19])=[CH:16][N:17]=1.C([O:32][C:33](=O)[C:34]([OH:45])=[CH:35][C:36](=[O:44])[C:37]1[CH:42]=[CH:41][C:40]([CH3:43])=[CH:39][CH:38]=1)C. No catalyst specified. The yield is 0.170. The product is [OH:45][C:34]1[C:33](=[O:32])[N:12]([C:13]2[S:14][C:15]([S:18]([C:21]3[CH:22]=[CH:23][C:24]([N+:27]([O-:29])=[O:28])=[CH:25][CH:26]=3)(=[O:19])=[O:20])=[CH:16][N:17]=2)[CH:8]([C:7]2[CH:10]=[CH:11][C:4]([C:1]([OH:3])=[O:2])=[CH:5][CH:6]=2)[C:35]=1[C:36](=[O:44])[C:37]1[CH:38]=[CH:39][C:40]([CH3:43])=[CH:41][CH:42]=1. (3) The reactants are C([O-])(=O)C.[Na+].[F:6][CH:7]([C:9]1[N:10]=[C:11]([CH2:31][CH2:32][CH3:33])[N:12]([CH2:16][C:17]2[CH:22]=[CH:21][C:20]([C:23]3[C:24]([C:29]#[N:30])=[CH:25][CH:26]=[CH:27][CH:28]=3)=[CH:19][CH:18]=2)[C:13](=[O:15])[CH:14]=1)[CH3:8].[Br:34]Br. The catalyst is C(O)(=O)C. The product is [Br:34][C:14]1[C:13](=[O:15])[N:12]([CH2:16][C:17]2[CH:22]=[CH:21][C:20]([C:23]3[C:24]([C:29]#[N:30])=[CH:25][CH:26]=[CH:27][CH:28]=3)=[CH:19][CH:18]=2)[C:11]([CH2:31][CH2:32][CH3:33])=[N:10][C:9]=1[CH:7]([F:6])[CH3:8]. The yield is 0.830. (4) The reactants are C(OC([NH:8][CH2:9][C:10]1[O:14][C:13]([C:15]([O:17][CH2:18][CH3:19])=[O:16])=[N:12][N:11]=1)=O)(C)(C)C.Cl. The catalyst is O1CCOCC1. The product is [NH2:8][CH2:9][C:10]1[O:14][C:13]([C:15]([O:17][CH2:18][CH3:19])=[O:16])=[N:12][N:11]=1. The yield is 0.760. (5) The reactants are Br[C:2]1[CH:3]=[CH:4][C:5](O)=[C:6]([C:8]2[CH:17]=[CH:16][C:15]3[C:10](=[CH:11][CH:12]=[C:13]([C:18]4[N:22]([CH:23]5[CH2:28][CH2:27][CH2:26][CH2:25][CH2:24]5)[C:21]5[CH:29]=[CH:30][C:31]([C:33]([OH:35])=[O:34])=[CH:32][C:20]=5[N:19]=4)[CH:14]=3)[N:9]=2)[CH:7]=1.C(OC([C:42]1[CH:65]=[CH:64][C:45]2N(C3CCCCC3)C([C:42]3[CH:65]=[CH:64][C:45](N)=[C:44](C=O)[CH:43]=3)=N[C:44]=2[CH:43]=1)=O)C.C1(C2C=CC=CC=2)C=CC(C(=O)C)=CC=1.[OH-].[K+]. The catalyst is C(O)C. The product is [C:3]1([C:42]2[CH:65]=[CH:64][CH:45]=[CH:44][CH:43]=2)[CH:4]=[CH:5][C:6]([C:8]2[CH:17]=[CH:16][C:15]3[C:10](=[CH:11][CH:12]=[C:13]([C:18]4[N:22]([CH:23]5[CH2:28][CH2:27][CH2:26][CH2:25][CH2:24]5)[C:21]5[CH:29]=[CH:30][C:31]([C:33]([OH:35])=[O:34])=[CH:32][C:20]=5[N:19]=4)[CH:14]=3)[N:9]=2)=[CH:7][CH:2]=1. The yield is 0.100. (6) The reactants are [NH2:1][CH2:2][C:3]1[N:4]=[C:5]([NH:8][C:9]([NH:11][C:12]2[CH:17]=[CH:16][C:15]([CH3:18])=[CH:14][C:13]=2[C:19]([CH:21]2[CH2:25][CH2:24][CH2:23][CH2:22]2)=[O:20])=[O:10])[S:6][CH:7]=1.O=C1C2C(=CC=CC=2)C(=O)[N:28]1[CH2:37][CH2:38][S:39](Cl)(=[O:41])=[O:40].NN. No catalyst specified. The product is [CH:21]1([C:19]([C:13]2[CH:14]=[C:15]([CH3:18])[CH:16]=[CH:17][C:12]=2[NH:11][C:9](=[O:10])[NH:8][C:5]2[S:6][CH:7]=[C:3]([CH2:2][NH:1][S:39]([CH2:38][CH2:37][NH2:28])(=[O:41])=[O:40])[N:4]=2)=[O:20])[CH2:25][CH2:24][CH2:23][CH2:22]1. The yield is 0.830. (7) The reactants are [NH2:1][C:2]1[CH:7]=[CH:6][C:5]([N:8]([C:13]2[C:32]([CH:33]3[CH2:35][CH2:34]3)=[CH:31][C:16]3[C:17]([C:27](=[O:30])[NH:28][CH3:29])=[C:18]([C:20]4[CH:25]=[CH:24][C:23]([F:26])=[CH:22][CH:21]=4)[O:19][C:15]=3[CH:14]=2)[S:9]([CH3:12])(=[O:11])=[O:10])=[CH:4][C:3]=1[CH2:36][C:37](OC)=[O:38].[H-].[Al+3].[Li+].[H-].[H-].[H-].C1COCC1.CCCCCC.CCOC(C)=O. The catalyst is C1COCC1. The product is [NH2:1][C:2]1[CH:7]=[CH:6][C:5]([N:8]([C:13]2[C:32]([CH:33]3[CH2:35][CH2:34]3)=[CH:31][C:16]3[C:17]([C:27]([NH:28][CH3:29])=[O:30])=[C:18]([C:20]4[CH:21]=[CH:22][C:23]([F:26])=[CH:24][CH:25]=4)[O:19][C:15]=3[CH:14]=2)[S:9]([CH3:12])(=[O:11])=[O:10])=[CH:4][C:3]=1[CH2:36][CH2:37][OH:38]. The yield is 0.650.